Dataset: Reaction yield outcomes from USPTO patents with 853,638 reactions. Task: Predict the reaction yield, written as a fraction of the theoretical maximum amount of product (1.0 means a 100% yield; for example, 0.34 means a 34% yield). The reactants are I(C1C=CC=CC=1C(O)=O)(=O)=[O:2].[C:13]1(C)[CH:18]=[CH:17][C:16]([S:19][C:20]2C=CC(C)=CC=2)=[CH:15][CH:14]=1. The catalyst is [Br-].C([N+](CC)(CC)CC)C.C(Cl)(Cl)Cl.O. The product is [C:16]1([S:19]([CH3:20])=[O:2])[CH:17]=[CH:18][CH:13]=[CH:14][CH:15]=1. The yield is 0.910.